From a dataset of Catalyst prediction with 721,799 reactions and 888 catalyst types from USPTO. Predict which catalyst facilitates the given reaction. (1) Reactant: [OH:1][C@@H:2]1[CH2:6][CH2:5][N:4]([C:7]2[CH:12]=[CH:11][C:10]([S:13]([NH:16][C:17]3[S:18][CH:19]=[CH:20][N:21]=3)(=[O:15])=[O:14])=[CH:9][CH:8]=2)[C:3]1=[O:22].[CH:23](N(CC)C(C)C)([CH3:25])[CH3:24].C(Br)C=C. Product: [CH2:25]([N:16]([C:17]1[S:18][CH:19]=[CH:20][N:21]=1)[S:13]([C:10]1[CH:11]=[CH:12][C:7]([N:4]2[CH2:5][CH2:6][C@@H:2]([OH:1])[C:3]2=[O:22])=[CH:8][CH:9]=1)(=[O:14])=[O:15])[CH:23]=[CH2:24]. The catalyst class is: 2. (2) Reactant: [Br:1][C:2]1[C:11]2[C:6](=[C:7]([CH3:14])[CH:8]=[C:9]([O:12][CH3:13])[CH:10]=2)[N:5]=[CH:4][C:3]=1C(O)=O.C[N:19]1[CH2:24]COCC1.C1(P(N=[N+]=[N-])(C2C=CC=CC=2)=[O:32])C=CC=CC=1.[C:42]([OH:46])([CH3:45])([CH3:44])[CH3:43]. Product: [Br:1][C:2]1[C:11]2[C:6](=[C:7]([CH3:14])[CH:8]=[C:9]([O:12][CH3:13])[CH:10]=2)[N:5]=[CH:4][C:3]=1[NH:19][C:24](=[O:32])[O:46][C:42]([CH3:45])([CH3:44])[CH3:43]. The catalyst class is: 26. (3) Reactant: N.P(Br)(Br)Br.[C:6]([CH:8]1[C:17]2[C:12](=[CH:13][CH:14]=[CH:15][CH:16]=2)[CH2:11][CH2:10][CH2:9]1)#[N:7].[Br:18]Br. Product: [Br:18][C:8]1([C:6]#[N:7])[C:17]2[C:12](=[CH:13][CH:14]=[CH:15][CH:16]=2)[CH2:11][CH2:10][CH2:9]1. The catalyst class is: 53. (4) Reactant: [NH2:1][CH2:2][C:3]1[CH:4]=[C:5]([CH:19]=[C:20]([Cl:22])[CH:21]=1)[CH2:6][O:7][C:8]1[CH:13]=[CH:12][CH:11]=[CH:10][C:9]=1[CH2:14][C:15]([O:17][CH3:18])=[O:16].C(O[CH:26](O)[C:27]([F:30])([F:29])[F:28])C.[BH4-].[Na+]. Product: [Cl:22][C:20]1[CH:19]=[C:5]([CH:4]=[C:3]([CH2:2][NH:1][CH2:26][C:27]([F:30])([F:29])[F:28])[CH:21]=1)[CH2:6][O:7][C:8]1[CH:13]=[CH:12][CH:11]=[CH:10][C:9]=1[CH2:14][C:15]([O:17][CH3:18])=[O:16]. The catalyst class is: 5.